From a dataset of NCI-60 drug combinations with 297,098 pairs across 59 cell lines. Regression. Given two drug SMILES strings and cell line genomic features, predict the synergy score measuring deviation from expected non-interaction effect. Drug 1: C1=C(C(=O)NC(=O)N1)F. Drug 2: C1CN(CCN1C(=O)CCBr)C(=O)CCBr. Cell line: SW-620. Synergy scores: CSS=45.3, Synergy_ZIP=-2.22, Synergy_Bliss=-0.658, Synergy_Loewe=-2.73, Synergy_HSA=1.34.